This data is from Catalyst prediction with 721,799 reactions and 888 catalyst types from USPTO. The task is: Predict which catalyst facilitates the given reaction. (1) Reactant: [C:1]([C:9]1[C:10](=[O:20])[N:11]([CH3:19])[C:12](=[O:18])[N:13]([CH3:17])[C:14]=1[CH2:15]Br)(=O)[C:2]1[CH:7]=[CH:6][CH:5]=[CH:4][CH:3]=1.Cl.[CH3:22][O:23][C:24](=[O:28])[CH2:25][CH2:26][NH2:27].C(N(CC)CC)C. Product: [CH3:17][N:13]1[C:14]2=[CH:15][N:27]([CH2:26][CH2:25][C:24]([O:23][CH3:22])=[O:28])[C:1]([C:2]3[CH:7]=[CH:6][CH:5]=[CH:4][CH:3]=3)=[C:9]2[C:10](=[O:20])[N:11]([CH3:19])[C:12]1=[O:18]. The catalyst class is: 271. (2) Reactant: Br.[Br-].[NH2:3][CH2:4][CH2:5][N+:6]12[CH2:13][CH2:12][CH:9]([CH2:10][CH2:11]1)[C@@H:8]([O:14][C:15](=[O:30])[C:16]([OH:29])([C:23]1[CH:28]=[CH:27][CH:26]=[CH:25][CH:24]=1)[C:17]1[CH:22]=[CH:21][CH:20]=[CH:19][CH:18]=1)[CH2:7]2.C(N(CC)CC)C.[C:38]([Br:46])(=[O:45])[C:39]1[CH:44]=[CH:43][CH:42]=[CH:41][CH:40]=1. Product: [Br-:46].[C:38]([NH:3][CH2:4][CH2:5][N+:6]12[CH2:13][CH2:12][CH:9]([CH2:10][CH2:11]1)[C@@H:8]([O:14][C:15](=[O:30])[C:16]([OH:29])([C:17]1[CH:18]=[CH:19][CH:20]=[CH:21][CH:22]=1)[C:23]1[CH:28]=[CH:27][CH:26]=[CH:25][CH:24]=1)[CH2:7]2)(=[O:45])[C:39]1[CH:44]=[CH:43][CH:42]=[CH:41][CH:40]=1. The catalyst class is: 2. (3) Reactant: [F:1][C:2]([F:13])([F:12])[C:3]1[CH:8]=[CH:7][CH:6]=[CH:5][C:4]=1[C:9](=[O:11])[CH3:10].C[Si](C)(C)[N-][Si](C)(C)C.[Li+].[F:24][C:25]([F:32])([F:31])[C:26](OCC)=[O:27]. Product: [F:24][C:25]([F:32])([F:31])[C:26](=[O:27])[CH2:10][C:9]([C:4]1[CH:5]=[CH:6][CH:7]=[CH:8][C:3]=1[C:2]([F:12])([F:13])[F:1])=[O:11]. The catalyst class is: 1. (4) Reactant: [Br:1][C:2]1[CH:3]=[C:4]([NH2:13])[C:5]([N:8]([CH2:10][CH2:11]Cl)[CH3:9])=[CH:6][CH:7]=1.C(=O)([O-])[O-].[K+].[K+]. Product: [Br:1][C:2]1[CH:3]=[C:4]2[C:5](=[CH:6][CH:7]=1)[N:8]([CH3:9])[CH2:10][CH2:11][NH:13]2. The catalyst class is: 3. (5) Reactant: [Br:1][C:2]1[CH:3]=[C:4]([S:8](Cl)(=[O:10])=[O:9])[CH:5]=[N:6][CH:7]=1.[NH2:12][CH:13]1[CH2:18][CH2:17][N:16]([C:19]([O:21][C:22]([CH3:25])([CH3:24])[CH3:23])=[O:20])[CH2:15][CH2:14]1.C(N(CC)C(C)C)(C)C. Product: [Br:1][C:2]1[CH:3]=[C:4]([S:8]([NH:12][CH:13]2[CH2:14][CH2:15][N:16]([C:19]([O:21][C:22]([CH3:25])([CH3:24])[CH3:23])=[O:20])[CH2:17][CH2:18]2)(=[O:10])=[O:9])[CH:5]=[N:6][CH:7]=1. The catalyst class is: 4. (6) The catalyst class is: 49. Product: [NH:10]1[C:14]2=[N:15][CH:16]=[CH:17][N:18]=[C:13]2[N:12]=[C:11]1[C:19]([C@@H:22]1[C:35]2[C:30](=[N:31][C:32]([C:36]3[CH:37]=[CH:38][C:39]([N:42]4[CH2:43][CH2:44][CH2:45][C:46]4=[O:48])=[CH:40][CH:41]=3)=[CH:33][CH:34]=2)[O:29][C:28]2[C:23]1=[CH:24][CH:25]=[CH:26][C:27]=2[F:49])([CH3:21])[CH3:20]. Reactant: N1([N:10]2[C:14]3=[N:15][CH:16]=[CH:17][N:18]=[C:13]3[N:12]=[C:11]2[C:19]([C@@H:22]2[C:35]3[C:30](=[N:31][C:32]([C:36]4[CH:41]=[CH:40][C:39]([NH:42][CH2:43][CH2:44][CH2:45][C:46]([OH:48])=O)=[CH:38][CH:37]=4)=[CH:33][CH:34]=3)[O:29][C:28]3[C:23]2=[CH:24][CH:25]=[CH:26][C:27]=3[F:49])([CH3:21])[CH3:20])C2C=CC=CC=2N=N1.CCCC[N+](CCCC)(CCCC)CCCC.[F-]. (7) Reactant: [S:1]1[C:8]2[CH:7]=[C:6]([C:9]([NH2:11])=[O:10])[NH:5][C:4]=2[CH:3]=[CH:2]1.[F:12][C:13]1[CH:14]=[C:15]([S:19][S:19][C:15]2[CH:16]=[CH:17][CH:18]=[C:13]([F:12])[CH:14]=2)[CH:16]=[CH:17][CH:18]=1.C(=O)([O-])[O-].[Cs+].[Cs+]. Product: [F:12][C:13]1[CH:14]=[C:15]([S:19][C:7]2[C:8]3[S:1][CH:2]=[CH:3][C:4]=3[NH:5][C:6]=2[C:9]([NH2:11])=[O:10])[CH:16]=[CH:17][CH:18]=1. The catalyst class is: 39. (8) The catalyst class is: 110. Reactant: Br[C:2]1[N:7]=[C:6]([CH2:8][O:9][CH2:10][C:11]([CH3:14])([OH:13])[CH3:12])[CH:5]=[CH:4][CH:3]=1.[C:15](=[O:25])([O:17][CH2:18][C:19]1[CH:24]=[CH:23][CH:22]=[CH:21][CH:20]=1)[NH2:16].CC1(C)C2C(=C(P(C3C=CC=CC=3)C3C=CC=CC=3)C=CC=2)OC2C(P(C3C=CC=CC=3)C3C=CC=CC=3)=CC=CC1=2.C(=O)([O-])[O-].[Cs+].[Cs+]. Product: [OH:13][C:11]([CH3:14])([CH3:12])[CH2:10][O:9][CH2:8][C:6]1[N:7]=[C:2]([NH:16][C:15](=[O:25])[O:17][CH2:18][C:19]2[CH:20]=[CH:21][CH:22]=[CH:23][CH:24]=2)[CH:3]=[CH:4][CH:5]=1. (9) Reactant: [CH3:1][O:2][C:3]([C:5]1[CH:6]=[C:7]2[CH:13]=[CH:12][S:11][C:8]2=[CH:9][N:10]=1)=[O:4].[Br:14]Br.C([O-])(O)=O.[Na+]. Product: [CH3:1][O:2][C:3]([C:5]1[CH:6]=[C:7]2[C:13]([Br:14])=[CH:12][S:11][C:8]2=[CH:9][N:10]=1)=[O:4]. The catalyst class is: 2.